Predict the product of the given reaction. From a dataset of Forward reaction prediction with 1.9M reactions from USPTO patents (1976-2016). Given the reactants [CH2:1]([C:8]1[CH:9]=[CH:10][C:11]([C:14]2[CH:19]=[CH:18][C:17]([NH:20]C(=O)OC(C)(C)C)=[CH:16][CH:15]=2)=[N:12][CH:13]=1)[CH2:2][CH2:3][CH2:4][CH2:5][CH2:6][CH3:7].C(O)(C(F)(F)F)=O, predict the reaction product. The product is: [CH2:1]([C:8]1[CH:9]=[CH:10][C:11]([C:14]2[CH:19]=[CH:18][C:17]([NH2:20])=[CH:16][CH:15]=2)=[N:12][CH:13]=1)[CH2:2][CH2:3][CH2:4][CH2:5][CH2:6][CH3:7].